This data is from Catalyst prediction with 721,799 reactions and 888 catalyst types from USPTO. The task is: Predict which catalyst facilitates the given reaction. Reactant: [F:1][C:2]([F:18])([F:17])[CH2:3][NH:4][C:5]([C:7]1[CH:16]=[CH:15][C:10]([C:11]([O:13][CH3:14])=[O:12])=[CH:9][N:8]=1)=[O:6].[H-].[Na+].[CH3:21]I. Product: [CH3:21][N:4]([CH2:3][C:2]([F:1])([F:17])[F:18])[C:5]([C:7]1[CH:16]=[CH:15][C:10]([C:11]([O:13][CH3:14])=[O:12])=[CH:9][N:8]=1)=[O:6]. The catalyst class is: 7.